This data is from Catalyst prediction with 721,799 reactions and 888 catalyst types from USPTO. The task is: Predict which catalyst facilitates the given reaction. (1) Reactant: C([O-])C.[Na+].[CH3:5][C:6]([CH3:12])([CH3:11])[CH2:7][C:8](=[O:10])[CH3:9].[CH2:13]([O:15][C:16](=[O:22])[C:17](OCC)=[O:18])[CH3:14].Cl. Product: [CH2:13]([O:15][C:16](=[O:22])/[C:17](/[OH:18])=[CH:9]/[C:8](=[O:10])[CH2:7][C:6]([CH3:12])([CH3:11])[CH3:5])[CH3:14]. The catalyst class is: 88. (2) Reactant: C([C@]1(C([N:12]2[CH2:17][CH2:16][N:15]([C:18]3[CH:23]=[C:22]([C:24]([F:27])([F:26])[F:25])[CH:21]=[C:20]([CH3:28])[N:19]=3)[CH2:14][CH2:13]2)=O)CC[C@@H](N)C1)(C)C.CC1C(=O)CCOC1.C(N(CC)CC)C.C(O[BH-](OC(=O)C)OC(=O)C)(=O)C.[Na+]. Product: [CH3:28][C:20]1[N:19]=[C:18]([N:15]2[CH2:16][CH2:17][NH:12][CH2:13][CH2:14]2)[CH:23]=[C:22]([C:24]([F:27])([F:25])[F:26])[CH:21]=1. The catalyst class is: 2.